Dataset: Catalyst prediction with 721,799 reactions and 888 catalyst types from USPTO. Task: Predict which catalyst facilitates the given reaction. (1) Product: [CH:15]1([CH2:14][CH2:13][CH2:12][C@@H:8]([C:9]2[O:11][N:47]=[C:36]([CH2:37][S:38]([C:41]3[CH:46]=[CH:45][CH:44]=[CH:43][CH:42]=3)(=[O:40])=[O:39])[N:35]=2)[CH2:7][C:6]([O:5][C:1]([CH3:2])([CH3:3])[CH3:4])=[O:21])[CH2:20][CH2:19][CH2:18][CH2:17][CH2:16]1. The catalyst class is: 4. Reactant: [C:1]([O:5][C:6](=[O:21])[CH2:7][C@@H:8]([CH2:12][CH2:13][CH2:14][CH:15]1[CH2:20][CH2:19][CH2:18][CH2:17][CH2:16]1)[C:9]([OH:11])=O)([CH3:4])([CH3:3])[CH3:2].C(N1C=CN=C1)(N1C=CN=C1)=O.O[N:35]=[C:36]([NH2:47])[CH2:37][S:38]([C:41]1[CH:46]=[CH:45][CH:44]=[CH:43][CH:42]=1)(=[O:40])=[O:39]. (2) Reactant: [Br:1][C:2]1[CH:7]=[CH:6][C:5]([CH:8]([C:19]2[CH:24]=[CH:23][CH:22]=[CH:21][C:20]=2[C:25]([F:28])([F:27])[F:26])[CH2:9][C:10]([C:12]2[CH:17]=[CH:16][N:15]=[C:14]([CH3:18])[CH:13]=2)=O)=[CH:4][CH:3]=1.Cl.[NH2:30][OH:31].C(=O)([O-])O.[Na+].[NH4+].[Cl-]. Product: [Br:1][C:2]1[CH:7]=[CH:6][C:5]([CH:8]([C:19]2[CH:24]=[CH:23][CH:22]=[CH:21][C:20]=2[C:25]([F:28])([F:27])[F:26])[CH2:9]/[C:10](/[C:12]2[CH:17]=[CH:16][N:15]=[C:14]([CH3:18])[CH:13]=2)=[N:30]\[OH:31])=[CH:4][CH:3]=1. The catalyst class is: 40. (3) Reactant: Br[C:2]1[CH:7]=[C:6]([Cl:8])[CH:5]=[CH:4][C:3]=1[N:9]1[CH:13]=[CH:12][CH:11]=[CH:10]1.C([Li])CCC.[CH3:19][O:20][C:21]1[CH:22]=[C:23]([CH:26]=[CH:27][CH:28]=1)[CH:24]=[O:25].C(OCC)(=O)C. Product: [Cl:8][C:6]1[CH:5]=[CH:4][C:3]([N:9]2[CH:13]=[CH:12][CH:11]=[CH:10]2)=[C:2]([CH:24]([C:23]2[CH:26]=[CH:27][CH:28]=[C:21]([O:20][CH3:19])[CH:22]=2)[OH:25])[CH:7]=1. The catalyst class is: 316. (4) Reactant: [Br:1][C:2]1[C:10]([F:11])=[C:9]2[C:5]([CH2:6][CH2:7][C:8]2=[O:12])=[C:4]([F:13])[CH:3]=1.C1COCC1.[BH4-].[Na+]. Product: [Br:1][C:2]1[C:10]([F:11])=[C:9]2[C:5]([CH2:6][CH2:7][CH:8]2[OH:12])=[C:4]([F:13])[CH:3]=1. The catalyst class is: 14. (5) Reactant: [CH2:1]([O:8][CH2:9][CH2:10][O:11][C:12]1[CH:17]=[CH:16][C:15](OB(O)O)=[CH:14][CH:13]=1)[C:2]1[CH:7]=[CH:6][CH:5]=[CH:4][CH:3]=1.[CH2:22]([O:29][CH2:30][CH2:31][O:32][C:33]([C:35]1[CH:36]=[C:37]([C:42]2[CH:47]=[CH:46][C:45]([O:48][CH2:49][C:50]3[CH:55]=[CH:54][CH:53]=[CH:52][CH:51]=3)=[CH:44][CH:43]=2)[CH:38]=[C:39](Br)[CH:40]=1)=[O:34])[C:23]1[CH:28]=[CH:27][CH:26]=[CH:25][CH:24]=1.P([O-])([O-])([O-])=O.[K+].[K+].[K+].C1(P(C2CCCCC2)C2C=CC=CC=2C2C(OC)=CC=CC=2OC)CCCCC1.Cl. Product: [CH2:22]([O:29][CH2:30][CH2:31][O:32][C:33]([C:35]1[CH:40]=[C:39]([C:15]2[CH:16]=[CH:17][C:12]([O:11][CH2:10][CH2:9][O:8][CH2:1][C:2]3[CH:7]=[CH:6][CH:5]=[CH:4][CH:3]=3)=[CH:13][CH:14]=2)[CH:38]=[C:37]([C:42]2[CH:43]=[CH:44][C:45]([O:48][CH2:49][C:50]3[CH:55]=[CH:54][CH:53]=[CH:52][CH:51]=3)=[CH:46][CH:47]=2)[CH:36]=1)=[O:34])[C:23]1[CH:28]=[CH:27][CH:26]=[CH:25][CH:24]=1. The catalyst class is: 62. (6) Reactant: [OH:1][C:2]1[C:7]2=[C:8]([CH3:20])[C:9]([O:11][CH2:12][CH2:13][CH2:14][NH:15][S:16]([CH3:19])(=[O:18])=[O:17])=[CH:10][N:6]2[N:5]=[CH:4][N:3]=1.[F:21][C:22]1[C:30](O)=[CH:29][CH:28]=[C:27]2[C:23]=1[CH:24]=[C:25]([CH3:32])[NH:26]2.C([O-])([O-])=O.[K+].[K+]. The catalyst class is: 174. Product: [F:21][C:22]1[C:30]([O:1][C:2]2[C:7]3=[C:8]([CH3:20])[C:9]([O:11][CH2:12][CH2:13][CH2:14][NH:15][S:16]([CH3:19])(=[O:18])=[O:17])=[CH:10][N:6]3[N:5]=[CH:4][N:3]=2)=[CH:29][CH:28]=[C:27]2[C:23]=1[CH:24]=[C:25]([CH3:32])[NH:26]2. (7) Reactant: CC[N:3]=C=NCCCN(C)C.[CH2:12]([O:14][C:15](=[O:50])[CH2:16][CH:17]([C:22]1[CH:27]=[CH:26][CH:25]=[C:24]([CH2:28][O:29][C:30]2[CH:35]=[CH:34][C:33]([C:36]3[CH:41]=[C:40]([O:42][CH3:43])[CH:39]=[CH:38][C:37]=3[F:44])=[C:32]([CH2:45][C:46]([CH3:49])([CH3:48])[CH3:47])[CH:31]=2)[CH:23]=1)[CH2:18][C:19](O)=[O:20])[CH3:13].C(N(CC)CC)C.O. Product: [NH2:3][C:19](=[O:20])[CH2:18][CH:17]([C:22]1[CH:27]=[CH:26][CH:25]=[C:24]([CH2:28][O:29][C:30]2[CH:35]=[CH:34][C:33]([C:36]3[CH:41]=[C:40]([O:42][CH3:43])[CH:39]=[CH:38][C:37]=3[F:44])=[C:32]([CH2:45][C:46]([CH3:49])([CH3:48])[CH3:47])[CH:31]=2)[CH:23]=1)[CH2:16][C:15]([O:14][CH2:12][CH3:13])=[O:50]. The catalyst class is: 3. (8) Reactant: [F:1][C:2]1[CH:3]=[C:4]([OH:11])[CH:5]=[CH:6][C:7]=1[N+:8]([O-])=O.O1CCCC1. Product: [NH2:8][C:7]1[CH:6]=[CH:5][C:4]([OH:11])=[CH:3][C:2]=1[F:1]. The catalyst class is: 178. (9) Reactant: [Cl:1][C:2]1[CH:10]=[C:9]2[C:5]([C:6]([C:15]([N:17]3[CH2:22][CH2:21][CH:20]([C:23]4[CH:28]=[CH:27][CH:26]=[CH:25][C:24]=4[O:29][C:30]([F:33])([F:32])[F:31])[CH2:19][CH2:18]3)=[O:16])=[CH:7][N:8]2[CH2:11][C:12]([OH:14])=O)=[CH:4][CH:3]=1.[NH3:34]. Product: [Cl:1][C:2]1[CH:10]=[C:9]2[C:5]([C:6]([C:15]([N:17]3[CH2:22][CH2:21][CH:20]([C:23]4[CH:28]=[CH:27][CH:26]=[CH:25][C:24]=4[O:29][C:30]([F:33])([F:32])[F:31])[CH2:19][CH2:18]3)=[O:16])=[CH:7][N:8]2[CH2:11][C:12]([NH2:34])=[O:14])=[CH:4][CH:3]=1. The catalyst class is: 1. (10) Reactant: I[C:2]1[CH:11]=[C:10]2[C:5]([CH:6]=[C:7]([C:18]3[CH:19]=[CH:20][C:21]4[O:26][CH2:25][C:24](=[O:27])[NH:23][C:22]=4[CH:28]=3)[CH:8]([C:12]3[CH:17]=[CH:16][CH:15]=[CH:14][CH:13]=3)[S:9]2)=[CH:4][CH:3]=1.O.C(OCC)(=O)C.[CH3:36][N:37](C=O)C. Product: [O:27]=[C:24]1[NH:23][C:22]2[CH:28]=[C:18]([C:7]3[CH:8]([C:12]4[CH:13]=[CH:14][CH:15]=[CH:16][CH:17]=4)[S:9][C:10]4[C:5]([CH:6]=3)=[CH:4][CH:3]=[C:2]([C:36]#[N:37])[CH:11]=4)[CH:19]=[CH:20][C:21]=2[O:26][CH2:25]1. The catalyst class is: 380.